The task is: Predict the reactants needed to synthesize the given product.. This data is from Full USPTO retrosynthesis dataset with 1.9M reactions from patents (1976-2016). (1) Given the product [CH:33]([N:30]1[CH2:31][CH2:32][CH:27]([NH:26][C:25]([C:14]2[N:13]([CH2:12][C:9]3[CH:8]=[C:7]([C:5]4[S:6][C:2]([Cl:1])=[CH:3][CH:4]=4)[O:11][N:10]=3)[C:17]3[CH:18]=[CH:19][CH:20]=[C:21]([C:22]([N:42]4[CH2:43][CH:40]([O:39][CH3:38])[CH2:41]4)=[O:23])[C:16]=3[N:15]=2)=[O:36])[CH2:28][CH2:29]1)([CH3:35])[CH3:34], predict the reactants needed to synthesize it. The reactants are: [Cl:1][C:2]1[S:6][C:5]([C:7]2[O:11][N:10]=[C:9]([CH2:12][N:13]3[C:17]4[CH:18]=[CH:19][CH:20]=[C:21]([C:22](O)=[O:23])[C:16]=4[N:15]=[C:14]3[C:25](=[O:36])[NH:26][CH:27]3[CH2:32][CH2:31][N:30]([CH:33]([CH3:35])[CH3:34])[CH2:29][CH2:28]3)[CH:8]=2)=[CH:4][CH:3]=1.Cl.[CH3:38][O:39][CH:40]1[CH2:43][NH:42][CH2:41]1. (2) The reactants are: C([O:8][C:9]([C:11]1[NH:12][C:13]([CH3:23])=[C:14]([CH2:17][CH2:18][C:19]([O:21][CH3:22])=[O:20])[C:15]=1[CH3:16])=[O:10])C1C=CC=CC=1. Given the product [CH3:22][O:21][C:19]([CH2:18][CH2:17][C:14]1[C:15]([CH3:16])=[C:11]([C:9]([OH:10])=[O:8])[NH:12][C:13]=1[CH3:23])=[O:20], predict the reactants needed to synthesize it. (3) Given the product [CH3:17][O:14][C:13](=[O:15])[CH2:12][C:9]1[CH:10]=[CH:11][C:6]([Cl:5])=[CH:7][C:8]=1[F:16], predict the reactants needed to synthesize it. The reactants are: S(Cl)(Cl)=O.[Cl:5][C:6]1[CH:11]=[CH:10][C:9]([CH2:12][C:13]([OH:15])=[O:14])=[C:8]([F:16])[CH:7]=1.[CH3:17]O. (4) Given the product [N+:19]([C:17]1[CH:18]=[C:12]2[S:11](=[O:24])(=[O:23])[N:10]=[C:9]([NH:8][C:3]3[CH:4]=[CH:5][CH:6]=[CH:7][C:2]=3[O:26][C:27]3[CH:32]=[CH:31][CH:30]=[CH:29][CH:28]=3)[NH:14][C:13]2=[C:15]([OH:22])[CH:16]=1)([O-:21])=[O:20], predict the reactants needed to synthesize it. The reactants are: Cl[C:2]1[CH:7]=[CH:6][CH:5]=[CH:4][C:3]=1[NH:8][C:9]1[NH:14][C:13]2=[C:15]([OH:22])[CH:16]=[C:17]([N+:19]([O-:21])=[O:20])[CH:18]=[C:12]2[S:11](=[O:24])(=[O:23])[N:10]=1.C[O:26][C:27]1[C:32]2NC(=O)NS(=O)(=O)[C:31]=2[CH:30]=[C:29]([N+]([O-])=O)[CH:28]=1.O(C1C=CC=CC=1N)C1C=CC=CC=1.